Predict the reaction yield, written as a fraction of the theoretical maximum amount of product (1.0 means a 100% yield; for example, 0.34 means a 34% yield). From a dataset of Reaction yield outcomes from USPTO patents with 853,638 reactions. (1) The reactants are [NH2:1][C:2]1[CH:3]=[CH:4][C:5](Br)=[C:6]2[C:10]=1[C:9](=[O:11])[NH:8][CH2:7]2.[C:13]1(B(O)O)[CH:18]=[CH:17][CH:16]=[CH:15][CH:14]=1.C1(C)C=CC=CC=1P(C1C=CC=CC=1C)C1C=CC=CC=1C.C(N(CC)CC)C. The catalyst is C(#N)C.C([O-])(=O)C.[Pd+2].C([O-])(=O)C. The product is [NH2:1][C:2]1[CH:3]=[CH:4][C:5]([C:13]2[CH:18]=[CH:17][CH:16]=[CH:15][CH:14]=2)=[C:6]2[C:10]=1[C:9](=[O:11])[NH:8][CH2:7]2. The yield is 0.890. (2) The reactants are [CH2:1]([O:3][C:4]([C:6]1[NH:10][C:9]2[S:11][CH:12]=[CH:13][C:8]=2C=1)=[O:5])[CH3:2].[Cl:14]N1C(=O)CCC1=O.[CH:22]([Cl:25])(Cl)Cl. The catalyst is C(O)(=O)C. The product is [CH2:1]([O:3][C:4]([C:6]1[NH:10][C:9]2[S:11][C:12]([Cl:14])=[CH:13][C:8]=2[C:22]=1[Cl:25])=[O:5])[CH3:2]. The yield is 0.740.